This data is from Ames mutagenicity test results for genotoxicity prediction. The task is: Regression/Classification. Given a drug SMILES string, predict its toxicity properties. Task type varies by dataset: regression for continuous values (e.g., LD50, hERG inhibition percentage) or binary classification for toxic/non-toxic outcomes (e.g., AMES mutagenicity, cardiotoxicity, hepatotoxicity). Dataset: ames. (1) The compound is O=NN1CCC(O)C1. The result is 1 (mutagenic). (2) The molecule is C[N+]([O-])=NC[C@H]1O[C@@H](CO)[C@H](O)[C@@H](O)[C@@H]1O. The result is 0 (non-mutagenic). (3) The molecule is Cc1ccc(C)c(NO)c1. The result is 1 (mutagenic). (4) The drug is O=[N+]([O-])C1CCCC1. The result is 1 (mutagenic).